This data is from Reaction yield outcomes from USPTO patents with 853,638 reactions. The task is: Predict the reaction yield, written as a fraction of the theoretical maximum amount of product (1.0 means a 100% yield; for example, 0.34 means a 34% yield). (1) The catalyst is C1COCC1. The reactants are [C:1]([C:4]1[N:9]=[N:8][C:7]([N:10]([CH2:18][C:19]2([C:23]3[C:28]([F:29])=[CH:27][CH:26]=[CH:25][N:24]=3)[CH2:22][CH2:21][CH2:20]2)[C:11](=[O:17])[O:12][C:13]([CH3:16])([CH3:15])[CH3:14])=[CH:6][CH:5]=1)(=O)[CH3:2].CC[O-].[Na+].[C:34](OCC)(=O)[C:35]([O:37][CH2:38][CH3:39])=[O:36].Cl.[NH2:45][NH2:46]. The product is [C:13]([O:12][C:11]([N:10]([CH2:18][C:19]1([C:23]2[C:28]([F:29])=[CH:27][CH:26]=[CH:25][N:24]=2)[CH2:22][CH2:21][CH2:20]1)[C:7]1[N:8]=[N:9][C:4]([C:1]2[NH:46][N:45]=[C:34]([C:35]([O:37][CH2:38][CH3:39])=[O:36])[CH:2]=2)=[CH:5][CH:6]=1)=[O:17])([CH3:15])([CH3:16])[CH3:14]. The yield is 0.620. (2) The reactants are Br[CH2:2][CH2:3][C:4]1[S:5][CH:6]=[CH:7][C:8]=1[CH2:9]Br.[CH3:11][O:12][C:13]([CH2:15][NH:16]C1C(Cl)=CC=CC=1)=[O:14].[ClH:24].C(N(C(C)C)CC)(C)C.[CH3:34][CH2:35][CH2:36][CH2:37][CH2:38][CH3:39]. The yield is 0.880. The product is [Cl:24][C:36]1[CH:35]=[CH:34][CH:39]=[CH:38][C:37]=1[C@H:15]([N:16]1[CH2:2][CH2:3][C:4]2[S:5][CH:6]=[CH:7][C:8]=2[CH2:9]1)[C:13]([O:12][CH3:11])=[O:14]. The catalyst is C(#N)C.C(OCC)(=O)C.